Dataset: Experimental lipophilicity measurements (octanol/water distribution) for 4,200 compounds from AstraZeneca. Task: Regression/Classification. Given a drug SMILES string, predict its absorption, distribution, metabolism, or excretion properties. Task type varies by dataset: regression for continuous measurements (e.g., permeability, clearance, half-life) or binary classification for categorical outcomes (e.g., BBB penetration, CYP inhibition). For this dataset (lipophilicity_astrazeneca), we predict Y. (1) The molecule is CN(C(=O)Cc1ccc(C#N)cc1)C1CCN(CCC(c2ccccc2)c2ccccc2)CC1. The Y is 3.70 logD. (2) The drug is CCCNC(=O)c1cc2c(-n3ccc(C(F)(F)F)n3)c(-c3cncc(C(=O)O)c3)cnc2[nH]1. The Y is -0.790 logD. (3) The compound is Cn1c(=N)n(CC(=O)c2ccc(Cl)cc2)c2ccccc21. The Y is 1.63 logD. (4) The compound is O=C(NCCCCCCNCCc1ccc(O)c2nc(O)sc12)Nc1ccccc1. The Y is 1.26 logD. (5) The molecule is Cn1c(CN2CCN(c3ccccc3)CC2)nc2ccccc21. The Y is 3.11 logD. (6) The molecule is NC(=O)CN1C(=O)C(NC(=O)c2cc3cc(Cl)sc3[nH]2)Cc2ccccc21. The Y is 3.22 logD. (7) The drug is Clc1ccccc1-c1cnn[nH]1. The Y is 2.68 logD.